Dataset: Reaction yield outcomes from USPTO patents with 853,638 reactions. Task: Predict the reaction yield, written as a fraction of the theoretical maximum amount of product (1.0 means a 100% yield; for example, 0.34 means a 34% yield). (1) The reactants are C(=O)([O-])[O-].[Na+].[Na+].[F:7][C:8]1[C:13]([F:14])=[C:12]([F:15])[CH:11]=[CH:10][C:9]=1[OH:16].[CH2:17](Br)[C:18]1[CH:23]=[CH:22][CH:21]=[CH:20][CH:19]=1. The catalyst is CC(C)=O. The product is [CH2:17]([O:16][C:9]1[CH:10]=[CH:11][C:12]([F:15])=[C:13]([F:14])[C:8]=1[F:7])[C:18]1[CH:23]=[CH:22][CH:21]=[CH:20][CH:19]=1. The yield is 0.907. (2) The reactants are [CH3:1][O:2][N:3]=[C:4]1[C:12]2[C:7](=[CH:8][C:9](Br)=[CH:10][CH:11]=2)[CH2:6][CH2:5]1.[Li]CCCC.CN([CH:22]=[O:23])C. The catalyst is C1COCC1. The product is [CH3:1][O:2][N:3]=[C:4]1[C:12]2[C:7](=[CH:8][C:9]([CH:22]=[O:23])=[CH:10][CH:11]=2)[CH2:6][CH2:5]1. The yield is 0.650. (3) The reactants are [CH2:1](Cl)Cl.Br[C:5]1[CH:6]=[C:7]([CH2:11][NH:12][C:13](=[O:19])[O:14][C:15]([CH3:18])([CH3:17])[CH3:16])[CH:8]=[N:9][CH:10]=1.C(N([CH2:25][CH3:26])CC)C. The catalyst is C(O)(C)C.O.O.C1C=CC(P(C2C=CC=CC=2)[C-]2C=CC=C2)=CC=1.C1C=CC(P(C2C=CC=CC=2)[C-]2C=CC=C2)=CC=1.Cl[Pd]Cl.[Fe+2]. The product is [CH2:1]=[C:25]([C:5]1[CH:6]=[C:7]([CH2:11][NH:12][C:13](=[O:19])[O:14][C:15]([CH3:18])([CH3:17])[CH3:16])[CH:8]=[N:9][CH:10]=1)[CH3:26]. The yield is 0.850. (4) The reactants are Cl.[Br:2][C:3]1[CH:8]=[CH:7][C:6]([F:9])=[CH:5][C:4]=1[NH:10][NH2:11].[CH3:12][C:13]([NH:15][C:16]([CH3:18])=O)=O. The catalyst is N1C=CC=CC=1. The product is [Br:2][C:3]1[CH:8]=[CH:7][C:6]([F:9])=[CH:5][C:4]=1[N:10]1[C:16]([CH3:18])=[N:15][C:13]([CH3:12])=[N:11]1. The yield is 0.620. (5) The product is [F:21][C:18]1[CH:19]=[CH:20][C:15]2[N:16]([CH:22]=[C:13]([CH2:9][CH2:10][C:11]#[C:12][C:2]3[N:3]=[C:4]([CH2:7][F:8])[S:5][CH:6]=3)[N:14]=2)[CH:17]=1. No catalyst specified. The reactants are Br[C:2]1[N:3]=[C:4]([CH2:7][F:8])[S:5][CH:6]=1.[CH2:9]([C:13]1[N:14]=[C:15]2[CH:20]=[CH:19][C:18]([F:21])=[CH:17][N:16]2[CH:22]=1)[CH2:10][C:11]#[CH:12]. The yield is 0.470. (6) The reactants are CC([O-])(C)C.[Na+].[C:7]1(Br)[CH:12]=[CH:11][CH:10]=[CH:9][CH:8]=1.[SH:14][C:15]([CH3:18])([CH3:17])[CH3:16]. The catalyst is CC([O-])=O.CC([O-])=O.[Pd+2].C1(C)C=CC=CC=1. The product is [C:7]1([S:14][C:15]([CH3:18])([CH3:17])[CH3:16])[CH:12]=[CH:11][CH:10]=[CH:9][CH:8]=1. The yield is 0.510.